The task is: Binary Classification. Given a drug SMILES string, predict its activity (active/inactive) in a high-throughput screening assay against a specified biological target.. This data is from Orexin1 receptor HTS with 218,158 compounds and 233 confirmed actives. (1) The drug is Clc1c(c2oc(c(n2)CN2C(CCCC2)c2cccnc2)C)cccc1. The result is 0 (inactive). (2) The drug is Fc1cc(CNC(=O)CCC2CCCN(C2)C(=O)CCOC)ccc1F. The result is 0 (inactive). (3) The drug is S1\C(C(=O)N(CCN)C1=O)=C/c1cc2OCOc2cc1. The result is 0 (inactive). (4) The compound is s1c2c(CCCCCC2)c(c1n1n(O)c2c([nH]c1=O)cccc2)C#N. The result is 0 (inactive). (5) The compound is Clc1c(CSCCNC(=O)CN(S(=O)(=O)C)c2c(F)cccc2)cccc1. The result is 0 (inactive). (6) The molecule is Clc1cc(c2n(c(SCC(=O)N3CCC(CC3)C(O)=O)nn2)c2c(ccc(c2)C)C)ccc1. The result is 0 (inactive). (7) The molecule is N(C(C)C)c1nc(nc(c1C#N)c1ccccc1)c1ncccc1. The result is 0 (inactive).